Dataset: Forward reaction prediction with 1.9M reactions from USPTO patents (1976-2016). Task: Predict the product of the given reaction. Given the reactants Cl[C:2]1[C:3]2[N:4]([CH:11]=[CH:12][CH:13]=2)[N:5]=[CH:6][C:7]=1[C:8]([NH2:10])=[O:9].Cl.[F:15][C:16]([CH3:21])([CH3:20])[C@H:17]([NH2:19])[CH3:18].C(N(C(C)C)CC)(C)C, predict the reaction product. The product is: [F:15][C:16]([CH3:21])([CH3:20])[C@H:17]([NH:19][C:2]1[C:3]2[N:4]([CH:11]=[CH:12][CH:13]=2)[N:5]=[CH:6][C:7]=1[C:8]([NH2:10])=[O:9])[CH3:18].